Dataset: Reaction yield outcomes from USPTO patents with 853,638 reactions. Task: Predict the reaction yield, written as a fraction of the theoretical maximum amount of product (1.0 means a 100% yield; for example, 0.34 means a 34% yield). The reactants are O1CCOCC1.[CH:7]1([CH2:10][O:11][C:12]2[C:17]([O:18]COC)=[CH:16][CH:15]=[CH:14][C:13]=2[I:22])[CH2:9][CH2:8]1.Cl. The catalyst is O. The product is [CH:7]1([CH2:10][O:11][C:12]2[C:13]([I:22])=[CH:14][CH:15]=[CH:16][C:17]=2[OH:18])[CH2:8][CH2:9]1. The yield is 0.770.